This data is from Catalyst prediction with 721,799 reactions and 888 catalyst types from USPTO. The task is: Predict which catalyst facilitates the given reaction. (1) Reactant: [CH:14]1[CH:19]=[CH:18][C:17](P([C:14]2[CH:19]=[CH:18][CH:17]=[CH:16][CH:15]=2)[C:14]2[CH:19]=[CH:18][CH:17]=[CH:16][CH:15]=2)=[CH:16][CH:15]=1.CCOC(/N=N/C([O:29][CH2:30]C)=O)=O.[C:32]([N:42]1[CH2:46][C@@H:45](O)[C@H:44]([NH:48][S:49]([C:52]2[CH:57]=[CH:56][C:55]([O:58][C:59]3[CH:64]=[CH:63][CH:62]=[CH:61][CH:60]=3)=[CH:54][CH:53]=2)(=[O:51])=[O:50])[CH2:43]1)([O:34][CH2:35][C:36]1[CH:41]=[CH:40][CH:39]=[CH:38][CH:37]=1)=[O:33].[S:65]1C=CC=C1C1C(C(O)=O)=CC=CC=1. Product: [C:32]([N:42]1[CH2:46][C@H:45]([S:65][C:30](=[O:29])[C:14]2[CH:15]=[CH:16][CH:17]=[CH:18][CH:19]=2)[C@H:44]([NH:48][S:49]([C:52]2[CH:53]=[CH:54][C:55]([O:58][C:59]3[CH:64]=[CH:63][CH:62]=[CH:61][CH:60]=3)=[CH:56][CH:57]=2)(=[O:51])=[O:50])[CH2:43]1)([O:34][CH2:35][C:36]1[CH:37]=[CH:38][CH:39]=[CH:40][CH:41]=1)=[O:33]. The catalyst class is: 1. (2) Reactant: [Br:1][C:2]1[C:7]([C:8]([OH:10])=[O:9])=[CH:6][N:5]=[CH:4][CH:3]=1.[C:11](Cl)(=O)C(Cl)=O.CN(C=O)C.CO. Product: [Br:1][C:2]1[C:7]([C:8]([O:10][CH3:11])=[O:9])=[CH:6][N:5]=[CH:4][CH:3]=1. The catalyst class is: 2. (3) Reactant: [CH3:1][C:2]1[CH:3]=[C:4]([CH:7]=[CH:8][C:9]=1[N:10]1[C:14]2=[N:15][CH:16]=[CH:17][CH:18]=[C:13]2[CH:12]=[CH:11]1)[C:5]#[N:6].[H-].[Na+].[NH2:21][C:22]1[CH:23]=[N:24][C:25]([CH3:28])=[CH:26][CH:27]=1. Product: [CH3:1][C:2]1[CH:3]=[C:4]([CH:7]=[CH:8][C:9]=1[N:10]1[C:14]2=[N:15][CH:16]=[CH:17][CH:18]=[C:13]2[CH:12]=[CH:11]1)[C:5]([NH2:6])=[N:21][C:22]1[CH:23]=[N:24][C:25]([CH3:28])=[CH:26][CH:27]=1. The catalyst class is: 521. (4) Reactant: [Cl:1][C:2]1[C:32]([C:33]([F:36])([F:35])[F:34])=[CH:31][CH:30]=[CH:29][C:3]=1[CH2:4][N:5]1[C:10](=[O:11])[C:9]([C:12]([O:14][CH2:15][CH3:16])=[O:13])=[CH:8][N:7]([C:17]2[CH:27]=[CH:26][C:20]3[N:21]([CH3:25])[C:22](=[O:24])[NH:23][C:19]=3[CH:18]=2)[C:6]1=[O:28].Br[CH2:38][CH:39]1[CH2:41][CH2:40]1.C(=O)([O-])[O-].[K+].[K+].[I-].[K+]. Product: [Cl:1][C:2]1[C:32]([C:33]([F:36])([F:34])[F:35])=[CH:31][CH:30]=[CH:29][C:3]=1[CH2:4][N:5]1[C:10](=[O:11])[C:9]([C:12]([O:14][CH2:15][CH3:16])=[O:13])=[CH:8][N:7]([C:17]2[CH:27]=[CH:26][C:20]3[N:21]([CH3:25])[C:22](=[O:24])[N:23]([CH2:38][CH:39]4[CH2:41][CH2:40]4)[C:19]=3[CH:18]=2)[C:6]1=[O:28]. The catalyst class is: 18. (5) Reactant: [C:1]([O:4][C:5]1[CH:12]=[CH:11][C:8]([CH:9]=O)=[CH:7][CH:6]=1)(=[O:3])[CH3:2].Cl.[C:14]([O:18][C:19](=[O:23])[CH2:20][CH2:21][NH2:22])([CH3:17])([CH3:16])[CH3:15].C(O[BH-](OC(=O)C)OC(=O)C)(=O)C.[Na+]. Product: [C:14]([O:18][C:19](=[O:23])[CH2:20][CH2:21][NH:22][CH2:9][C:8]1[CH:11]=[CH:12][C:5]([O:4][C:1](=[O:3])[CH3:2])=[CH:6][CH:7]=1)([CH3:17])([CH3:16])[CH3:15]. The catalyst class is: 4. (6) Reactant: [Cl:1][C:2]1[CH:3]=[C:4]([CH2:8][O:9][C:10]2[CH:11]=[CH:12][C:13]([CH3:27])=[C:14]([CH:26]=2)[C:15]([O:17]CC2C=CC=C(Cl)C=2)=[O:16])[CH:5]=[CH:6][CH:7]=1.[OH-].[Li+]. Product: [Cl:1][C:2]1[CH:3]=[C:4]([CH2:8][O:9][C:10]2[CH:11]=[CH:12][C:13]([CH3:27])=[C:14]([CH:26]=2)[C:15]([OH:17])=[O:16])[CH:5]=[CH:6][CH:7]=1. The catalyst class is: 38. (7) Reactant: [Cl:1][C:2]1[CH:3]=[C:4]([C:8]2[CH:13]=[CH:12][N:11]=[C:10]([NH:14][CH2:15][CH2:16][N:17]3[C:21]([CH3:23])([CH3:22])[C:20](=[O:24])[NH:19][C:18]3=[O:25])[N:9]=2)[S:5][C:6]=1[Cl:7].CO.C(O)(=O)C.[Br:32]Br. Product: [Br:32][C:13]1[C:8]([C:4]2[S:5][C:6]([Cl:7])=[C:2]([Cl:1])[CH:3]=2)=[N:9][C:10]([NH:14][CH2:15][CH2:16][N:17]2[C:21]([CH3:22])([CH3:23])[C:20](=[O:24])[NH:19][C:18]2=[O:25])=[N:11][CH:12]=1. The catalyst class is: 4. (8) Reactant: [NH2:1][C:2]1[N:10]=[CH:9][CH:8]=[CH:7][C:3]=1[C:4]([OH:6])=[O:5].[CH3:11][Si](C=[N+]=[N-])(C)C. Product: [CH3:11][O:5][C:4](=[O:6])[C:3]1[CH:7]=[CH:8][CH:9]=[N:10][C:2]=1[NH2:1]. The catalyst class is: 92.